From a dataset of Retrosynthesis with 50K atom-mapped reactions and 10 reaction types from USPTO. Predict the reactants needed to synthesize the given product. (1) Given the product CCS(=O)(=O)c1ccc(CN2CCN(c3ccc4nnc(C(F)(F)F)n4n3)CC2)cc1, predict the reactants needed to synthesize it. The reactants are: CCS(=O)(=O)c1ccc(C=O)cc1.FC(F)(F)c1nnc2ccc(N3CCNCC3)nn12. (2) Given the product CCn1cnc(CO)c1C, predict the reactants needed to synthesize it. The reactants are: CCn1cnc(C=O)c1C. (3) Given the product Nc1cc(C(=O)NCC(O)CO)cc(C(O)CO)c1, predict the reactants needed to synthesize it. The reactants are: O=C(NCC(O)CO)c1cc(C(O)CO)cc([N+](=O)[O-])c1. (4) Given the product COC[C@H]1C(=O)N(Cc2ccc3c(N)ncnc3c2)[C@@H](C)CN1Cc1ccc2cc(Cl)ccc2c1, predict the reactants needed to synthesize it. The reactants are: COCC1NCC(C)N(Cc2ccc3c(N)ncnc3c2)C1=O.Clc1ccc2cc(CBr)ccc2c1. (5) Given the product O=C1CCCCCSCCCCCCCCO1, predict the reactants needed to synthesize it. The reactants are: O=C(O)CCCCCSCCCCCCCCO. (6) The reactants are: CCOc1ccc(F)cc1-c1ncnc2c(C(=O)NC3CCNCC3)c(C)[nH]c12.COCC(=O)Cl. Given the product CCOc1ccc(F)cc1-c1ncnc2c(C(=O)NC3CCN(C(=O)COC)CC3)c(C)[nH]c12, predict the reactants needed to synthesize it. (7) Given the product O=C1c2ccccc2-c2c1c1ccccc1c(=O)n2CCNCCO, predict the reactants needed to synthesize it. The reactants are: NCCO.O=C1c2ccccc2-c2c1c1ccccc1c(=O)n2CCCl.